From a dataset of Catalyst prediction with 721,799 reactions and 888 catalyst types from USPTO. Predict which catalyst facilitates the given reaction. (1) Reactant: F[C:2]1[C:7]([CH:8]2[CH2:13][CH2:12][O:11][CH2:10][CH2:9]2)=[CH:6][CH:5]=[CH:4][N:3]=1.[NH2:14][C:15]1[CH:20]=[CH:19][C:18]([OH:21])=[CH:17][CH:16]=1.C(=O)([O-])[O-].[Cs+].[Cs+].[Cl-].[Na+]. Product: [O:11]1[CH2:12][CH2:13][CH:8]([C:7]2[C:2]([O:21][C:18]3[CH:19]=[CH:20][C:15]([NH2:14])=[CH:16][CH:17]=3)=[N:3][CH:4]=[CH:5][CH:6]=2)[CH2:9][CH2:10]1. The catalyst class is: 58. (2) Reactant: Br[C:2]1[CH:3]=[CH:4][C:5]([O:10][CH:11]2[CH2:16][CH2:15][S:14](=[O:18])(=[O:17])[CH2:13][CH2:12]2)=[C:6]([CH:9]=1)[C:7]#[N:8].[B:19]1([B:19]2[O:23][C:22]([CH3:25])([CH3:24])[C:21]([CH3:27])([CH3:26])[O:20]2)[O:23][C:22]([CH3:25])([CH3:24])[C:21]([CH3:27])([CH3:26])[O:20]1.C([O-])(=O)C.[K+]. Product: [O:17]=[S:14]1(=[O:18])[CH2:15][CH2:16][CH:11]([O:10][C:5]2[CH:4]=[CH:3][C:2]([B:19]3[O:23][C:22]([CH3:25])([CH3:24])[C:21]([CH3:27])([CH3:26])[O:20]3)=[CH:9][C:6]=2[C:7]#[N:8])[CH2:12][CH2:13]1. The catalyst class is: 75. (3) Reactant: Cl[C:2]1[N:7]=[CH:6][N:5]=[C:4]([O:8][C:9]2[CH:14]=[CH:13][CH:12]=[CH:11][C:10]=2/[C:15](=[CH:20]\[O:21][CH3:22])/[C:16]([O:18][CH3:19])=[O:17])[CH:3]=1.[OH:23][C:24]1[CH:31]=[CH:30][CH:29]=[CH:28][C:25]=1[C:26]#[N:27].C(=O)([O-])[O-].[K+].[K+]. Product: [CH3:22][O:21]/[CH:20]=[C:15](/[C:16]([O:18][CH3:19])=[O:17])\[C:10]1[C:9]([O:8][C:4]2[CH:3]=[C:2]([O:23][C:24]3[C:25]([C:26]#[N:27])=[CH:28][CH:29]=[CH:30][CH:31]=3)[N:7]=[CH:6][N:5]=2)=[CH:14][CH:13]=[CH:12][CH:11]=1. The catalyst class is: 16. (4) Reactant: [NH2:1][CH2:2][CH2:3][CH2:4][C:5]([CH2:16][CH3:17])([C:10]1[CH:15]=[CH:14][CH:13]=[CH:12][CH:11]=1)[C:6]([O:8][CH3:9])=[O:7].[F:18][C:19]([F:45])([F:44])[C:20]1[CH:25]=[CH:24][C:23]([C:26]2[C:27]([C:32]([NH:34][C:35]3[CH:36]=[C:37]([C:41](O)=[O:42])[N:38]([CH3:40])[CH:39]=3)=[O:33])=[CH:28][CH:29]=[CH:30][CH:31]=2)=[CH:22][CH:21]=1.CN(C(ON1N=NC2C=CC=CC1=2)=[N+](C)C)C.[B-](F)(F)(F)F.C(N(C(C)C)C(C)C)C. Product: [CH3:9][O:8][C:6]([C:5]([C:10]1[CH:15]=[CH:14][CH:13]=[CH:12][CH:11]=1)([CH2:16][CH3:17])[CH2:4][CH2:3][CH2:2][NH:1][C:41]([C:37]1[N:38]([CH3:40])[CH:39]=[C:35]([NH:34][C:32]([C:27]2[C:26]([C:23]3[CH:22]=[CH:21][C:20]([C:19]([F:45])([F:18])[F:44])=[CH:25][CH:24]=3)=[CH:31][CH:30]=[CH:29][CH:28]=2)=[O:33])[CH:36]=1)=[O:42])=[O:7]. The catalyst class is: 9. (5) Reactant: Cl[C:2](=[O:8])[C:3]([O:5][CH2:6][CH3:7])=[O:4].ClCCl.[Cl-].[Al+3].[Cl-].[Cl-].[CH:16]1([S:19][C:20]2[CH:25]=[CH:24][CH:23]=[CH:22][C:21]=2[CH3:26])[CH2:18][CH2:17]1. Product: [CH2:6]([O:5][C:3](=[O:4])[C:2]([C:23]1[CH:24]=[CH:25][C:20]([S:19][CH:16]2[CH2:18][CH2:17]2)=[C:21]([CH3:26])[CH:22]=1)=[O:8])[CH3:7]. The catalyst class is: 6. (6) Reactant: [Br:1][C:2]1[CH:3]=[CH:4][C:5]([Cl:9])=[C:6]([OH:8])[CH:7]=1.C(=O)([O-])[O-].[K+].[K+].I[CH:17]([CH3:19])[CH3:18]. Product: [Br:1][C:2]1[CH:3]=[CH:4][C:5]([Cl:9])=[C:6]([O:8][CH:17]([CH3:19])[CH3:18])[CH:7]=1. The catalyst class is: 23. (7) Reactant: [F:1][C:2]1[CH:3]=[C:4]([CH:6]=[CH:7][CH:8]=1)[NH2:5].[Cl:9][CH2:10][CH2:11][N:12]=[C:13]=[O:14].[N-]=C=O. Product: [Cl:9][CH2:10][CH2:11][NH:12][C:13]([NH:5][C:4]1[CH:6]=[CH:7][CH:8]=[C:2]([F:1])[CH:3]=1)=[O:14]. The catalyst class is: 1.